From a dataset of Experimentally validated miRNA-target interactions with 360,000+ pairs, plus equal number of negative samples. Binary Classification. Given a miRNA mature sequence and a target amino acid sequence, predict their likelihood of interaction. (1) The miRNA is hsa-miR-3668 with sequence AAUGUAGAGAUUGAUCAAAAU. The protein sequence of the target gene is MANSSFIGDHVHGAPHAVMPEVEFPDQFFTVLTMDHELVTLRDVVINFSQEEWEYLDSAQRNLYWDVMMENYSNLLSLDLESRNETKHLSVGKDIIQNTGSQWEVMESSKLCGLEGSIFRNDWQSKSKIDLQGPEVGYFSQMKIISENVPSYKTHESLTLPRRTHDSEKPYEYKEYEKVFSCDLEFDEYQKIHTGGKNYECNQCWKTFGIDNSSMLQLNIHTGVKPCKYMEYGNTCSFYKDFNVYQKIHNEKFYKCKEYRRTFERVGKVTPLQRVHDGEKHFECSFCGKSFRVHAQLTRH.... Result: 1 (interaction). (2) Result: 0 (no interaction). The protein sequence of the target gene is MAAQIPESDQIKQFKEFLGTYNKLTETCFLDCVKDFTTREVKPEEVTCSEHCLQKYLKMTQRISVRFQEYHIQQNEALAAKAGLLGQPR. The miRNA is mmu-miR-7023-3p with sequence UCACCCUGUCUGCGCCCCUCAG. (3) The miRNA is rno-miR-218a-5p with sequence UUGUGCUUGAUCUAACCAUGU. The protein sequence of the target gene is MAGVGVGPLQGMVRFGLLVLTVCAACARGLYFHIGETEKRCFIEEIPDETMVIGNYRTQMWDKQKEVFLPSTPGLGMHVEVKDPDGKVVLSRQYGSEGRFTFTSHTPGDHQICLHSNSTRMALFAGGKLRVHLDIQVGEHANNYPEIAAKDKLTELQLRARQLLDQVEQIQKEQDYQRYREERFRLTSESTNQRVLWWSIAQTVILILTGIWQMRHLKSFFEAKKLV. Result: 0 (no interaction). (4) The miRNA is hsa-miR-8070 with sequence AUGUGAUUGACGGCUGACUCCA. The protein sequence of the target gene is MGRKLDPTKEKRGPGRKARKQKGAETELVRFLPAVSDENSKRLSSRARKRAAKRRLGSVEAPKTNKSPEAKPLPGKLPKGISAGAVQTAGKKGPQSLFNAPRGKKRPAPGSDEEEEEEDSEEDGMVNHGDLWGSEDDADTVDDYGADSNSEDEEEGEALLPIERAARKQKAREAAAGIQWSEEETEDEEEEKEVTPESGPPKVEEADGGLQINVDEEPFVLPPAGEMEQDAQAPDLQRVHKRIQDIVGILRDFGAQREEGRSRSEYLNRLKKDLAIYYSYGDFLLGKLMDLFPLSELVEF.... Result: 0 (no interaction). (5) The miRNA is hsa-miR-3690 with sequence ACCUGGACCCAGCGUAGACAAAG. The protein sequence of the target gene is MFPLTEENKHVAQLLLNTGTCPRCIFRFCGVDFHAPYKLPYKELLNELQKFLETEKDELILEVMNPPPKKIRLQELEDSIDNLSQNGEGRISVSHVGSTASKNSNLNVCNVCLGILQEFCEKDFIKKVCQKVEASGFEFTSLVFSVSFPPQLSVREHAAWLLVKQEMGKQSLSLGRDDIVQLKEAYKWITHPLFSEELGVPIDGKSLFEVSVVFAHPETVEDCHFLAAICPDCFKPAKNKQSVFTRMAVMKALNKIKEEDFLKQFPCPPNSPKAVCAVLEIECAHGAVFVAGRYNKYSRN.... Result: 0 (no interaction). (6) The miRNA is hsa-miR-6892-5p with sequence GUAAGGGACCGGAGAGUAGGA. The protein sequence of the target gene is MSRRKQAKPQHINSEEDQGEQQPQQQTPEFADAAPAAPAAGELGAPVNHPGNDEVASEDEATVKRLRREETHVCEKCCAEFFSISEFLEHKKNCTKNPPVLIMNDSEGPVPSEDFSGAVLSHQPTSPGSKDCHRENGGSSEDMKEKPDAESVVYLKTETALPPTPQDISYLAKGKVANTNVTLQALRGTKVAVNQRSADALPAPVPGANSIPWVLEQILCLQQQQLQQIQLTEQIRIQVNMWASHALHSSGAGADTLKTLGSHMSQQVSAAVALLSQKAGSQGLSLDALKQAKLPHANIP.... Result: 0 (no interaction). (7) The miRNA is hsa-miR-4458 with sequence AGAGGUAGGUGUGGAAGAA. The protein sequence of the target gene is MDKILEGLVSSSHPLPLKRVIVRKVVESAEHWLDEAQCEAMFDLTTRLILEGQDPFQRQVGHQVLEAYARYHRPEFESFFNKTFVLGLLHQGYHSLDRKDVAILDYIHNGLKLIMSCPSVLDLFSLLQVEVLRMVCERPEPQLCARLSDLLTDFVQCIPKGKLSITFCQQLVRTIGHFQCVSTQERELREYVSQVTKVSNLLQNIWKAEPATLLPSLQEVFASISSTDASFEPSVALASLVQHIPLQMITVLIRSLTTDPNVKDASMTQALCRMIDWLSWPLAQHVDTWVIALLKGLAAV.... Result: 1 (interaction).